From a dataset of Full USPTO retrosynthesis dataset with 1.9M reactions from patents (1976-2016). Predict the reactants needed to synthesize the given product. (1) Given the product [C:36]1([N:32]2[C:31]([NH2:42])=[C:30]3[C:34]([CH:35]=[C:27]([B:17]4[O:21][C:20]([CH3:23])([CH3:22])[C:19]([CH3:25])([CH3:24])[O:18]4)[CH:28]=[CH:29]3)=[N:33]2)[CH:41]=[CH:40][CH:39]=[CH:38][CH:37]=1, predict the reactants needed to synthesize it. The reactants are: C(N1C=C2C(C=C([B:17]3[O:21][C:20]([CH3:23])([CH3:22])[C:19]([CH3:25])([CH3:24])[O:18]3)C=C2)=N1)C1C=CC=CC=1.Br[C:27]1[CH:28]=[CH:29][C:30]2[C:34]([CH:35]=1)=[N:33][N:32]([C:36]1[CH:41]=[CH:40][CH:39]=[CH:38][CH:37]=1)[C:31]=2[NH2:42]. (2) Given the product [OH:23][CH2:22][C:21]1[C:20]([N:24]2[CH2:35][CH2:34][C:33]3[C:32]4[CH2:31][C:30]([CH3:36])([CH3:37])[CH2:29][C:28]=4[S:27][C:26]=3[C:25]2=[O:38])=[N:19][CH:18]=[CH:17][C:16]=1[C:4]1[CH:5]=[C:6]([NH:9][C:10]2[CH:15]=[CH:14][N:13]=[CH:12][N:11]=2)[C:7](=[O:8])[N:2]([CH3:1])[CH:3]=1, predict the reactants needed to synthesize it. The reactants are: [CH3:1][N:2]1[C:7](=[O:8])[C:6]([NH:9][C:10]2[CH:15]=[CH:14][N:13]=[CH:12][N:11]=2)=[CH:5][C:4]([C:16]2[C:21]([CH:22]=[O:23])=[C:20]([N:24]3[CH2:35][CH2:34][C:33]4[C:32]5[CH2:31][C:30]([CH3:37])([CH3:36])[CH2:29][C:28]=5[S:27][C:26]=4[C:25]3=[O:38])[N:19]=[CH:18][CH:17]=2)=[CH:3]1.[BH4-].[Na+].